This data is from Forward reaction prediction with 1.9M reactions from USPTO patents (1976-2016). The task is: Predict the product of the given reaction. (1) Given the reactants [NH:1]1[CH2:6][CH2:5][C:4]2([CH2:15][CH2:14][C:13]3[C:8](=[CH:9][CH:10]=[CH:11][CH:12]=3)[C:7]2=[O:16])[CH2:3][CH2:2]1.Br[CH2:18][C:19]([O:21][CH2:22][CH3:23])=[O:20].C(N(CC)CC)C, predict the reaction product. The product is: [O:16]=[C:7]1[C:4]2([CH2:3][CH2:2][N:1]([CH2:18][C:19]([O:21][CH2:22][CH3:23])=[O:20])[CH2:6][CH2:5]2)[CH2:15][CH2:14][C:13]2[C:8]1=[CH:9][CH:10]=[CH:11][CH:12]=2. (2) Given the reactants [Cl:1][C:2]1[CH:3]=[C:4]([C:8]#[C:9][C:10]2[N:11]=[C:12]([CH3:15])[NH:13][CH:14]=2)[CH:5]=[CH:6][CH:7]=1.[F:16][C:17]1[CH:22]=[CH:21][CH:20]=[C:19](F)[N:18]=1, predict the reaction product. The product is: [Cl:1][C:2]1[CH:3]=[C:4]([C:8]#[C:9][C:10]2[N:11]=[C:12]([CH3:15])[N:13]([C:19]3[CH:20]=[CH:21][CH:22]=[C:17]([F:16])[N:18]=3)[CH:14]=2)[CH:5]=[CH:6][CH:7]=1. (3) The product is: [Br:29][C:17]1[CH:18]=[CH:19][C:14]([C@@H:20]([CH3:23])[CH2:21][NH:22][C:6](=[O:11])[C:7]([F:8])([F:9])[F:10])=[CH:15][CH:16]=1. Given the reactants [F:8][C:7]([F:10])([F:9])[C:6](O[C:6](=[O:11])[C:7]([F:10])([F:9])[F:8])=[O:11].[C:14]1([C@@H:20]([CH3:23])[CH2:21][NH2:22])[CH:19]=[CH:18][CH:17]=[CH:16][CH:15]=1.CS(O)(=O)=O.[Br:29]N1C(C)(C)C(=O)N(Br)C1=O, predict the reaction product. (4) Given the reactants C([O-])([O-])=O.[Na+].[Na+].Cl[C:8]1[C:9]2[C@H:16]([CH3:17])[CH2:15][CH2:14][C:10]=2[N:11]=[CH:12][N:13]=1.[CH3:18][O:19][C:20]([C:22]1[CH:27]=[CH:26][C:25](B(O)O)=[CH:24][CH:23]=1)=[O:21].O, predict the reaction product. The product is: [CH3:17][C@H:16]1[C:9]2[C:8]([C:25]3[CH:26]=[CH:27][C:22]([C:20]([O:19][CH3:18])=[O:21])=[CH:23][CH:24]=3)=[N:13][CH:12]=[N:11][C:10]=2[CH2:14][CH2:15]1.